From a dataset of Reaction yield outcomes from USPTO patents with 853,638 reactions. Predict the reaction yield, written as a fraction of the theoretical maximum amount of product (1.0 means a 100% yield; for example, 0.34 means a 34% yield). (1) The reactants are Br[C:2]1[CH:7]=[CH:6][CH:5]=[C:4]([Br:8])[N:3]=1.[O:9]1[CH2:14][CH2:13][N:12]([CH2:15][CH2:16][CH2:17][NH2:18])[CH2:11][CH2:10]1. The product is [Br:8][C:4]1[CH:5]=[CH:6][CH:7]=[C:2]([NH:18][CH2:17][CH2:16][CH2:15][N:12]2[CH2:13][CH2:14][O:9][CH2:10][CH2:11]2)[N:3]=1. The yield is 0.900. No catalyst specified. (2) The reactants are [CH2:1]([NH:7][CH2:8][CH2:9][CH2:10][CH2:11][CH2:12][CH3:13])[CH2:2][CH2:3][CH2:4][CH2:5][CH3:6].[CH2:14]([O:16][C:17]1[C:21](OCC)=[N:20][S:19](=[O:26])(=[O:25])[N:18]=1)[CH3:15]. The catalyst is C(O)C. The product is [CH2:8]([N:7]([C:21]1[C:17]([O:16][CH2:14][CH3:15])=[N:18][S:19](=[O:26])(=[O:25])[N:20]=1)[CH2:1][CH2:2][CH2:3][CH2:4][CH2:5][CH3:6])[CH2:9][CH2:10][CH2:11][CH2:12][CH3:13]. The yield is 0.720.